This data is from Forward reaction prediction with 1.9M reactions from USPTO patents (1976-2016). The task is: Predict the product of the given reaction. (1) The product is: [Br:1][C:2]1[CH:7]=[CH:6][C:5]([C:8]2[N:13]=[C:12]3[O:14][C:15]([C:18]([OH:20])=[O:19])=[C:16]([CH3:17])[C:11]3=[CH:10][C:9]=2[C:23]2[CH:28]=[CH:27][C:26]([Cl:29])=[CH:25][CH:24]=2)=[C:4]([Cl:30])[CH:3]=1. Given the reactants [Br:1][C:2]1[CH:7]=[CH:6][C:5]([C:8]2[N:13]=[C:12]3[O:14][C:15]([C:18]([O:20]CC)=[O:19])=[C:16]([CH3:17])[C:11]3=[CH:10][C:9]=2[C:23]2[CH:28]=[CH:27][C:26]([Cl:29])=[CH:25][CH:24]=2)=[C:4]([Cl:30])[CH:3]=1.[OH-].[K+].Cl.CCOC(C)=O, predict the reaction product. (2) Given the reactants Br[C:2]1[CH:3]=[CH:4][C:5](=[O:8])[NH:6][CH:7]=1.[F:9][C:10]1[CH:15]=[CH:14][CH:13]=[CH:12][C:11]=1B(O)O.C(=O)([O-])[O-].[Na+].[Na+].[Cl-].[Li+], predict the reaction product. The product is: [F:9][C:10]1[CH:15]=[CH:14][CH:13]=[CH:12][C:11]=1[C:2]1[CH:3]=[CH:4][C:5](=[O:8])[NH:6][CH:7]=1. (3) Given the reactants C[O-].[Na+].[Si]([O:11][C:12]1[CH:17]=[CH:16][C:15]([C:18]([NH:40][S@@:41]([C:43]([CH3:46])([CH3:45])[CH3:44])=[O:42])([C:26]2[CH:31]=[C:30]([O:32][C:33]([F:38])([F:37])[CH:34]([F:36])[F:35])[CH:29]=[C:28]([F:39])[CH:27]=2)[CH2:19][C:20]2[CH:25]=[CH:24][CH:23]=[CH:22][CH:21]=2)=[CH:14][C:13]=1[F:47])(C(C)(C)C)(C)C, predict the reaction product. The product is: [F:47][C:13]1[CH:14]=[C:15]([C:18]([NH:40][S@@:41]([C:43]([CH3:46])([CH3:45])[CH3:44])=[O:42])([C:26]2[CH:31]=[C:30]([O:32][C:33]([F:37])([F:38])[CH:34]([F:35])[F:36])[CH:29]=[C:28]([F:39])[CH:27]=2)[CH2:19][C:20]2[CH:21]=[CH:22][CH:23]=[CH:24][CH:25]=2)[CH:16]=[CH:17][C:12]=1[OH:11].